This data is from Full USPTO retrosynthesis dataset with 1.9M reactions from patents (1976-2016). The task is: Predict the reactants needed to synthesize the given product. (1) The reactants are: Cl[C:2]1[N:7]=[C:6]2[N:8]([CH2:11][C:12]3[CH:17]=[CH:16][C:15]([O:18][CH3:19])=[CH:14][CH:13]=3)[N:9]=[CH:10][C:5]2=[CH:4][CH:3]=1.[CH2:20]([OH:25])[CH2:21][CH2:22][CH2:23][OH:24].[H-].[Na+]. Given the product [CH3:19][O:18][C:15]1[CH:16]=[CH:17][C:12]([CH2:11][N:8]2[C:6]3=[N:7][C:2]([O:24][CH2:23][CH2:22][CH2:21][CH2:20][OH:25])=[CH:3][CH:4]=[C:5]3[CH:10]=[N:9]2)=[CH:13][CH:14]=1, predict the reactants needed to synthesize it. (2) Given the product [CH:44]([N:47]([CH:51]([CH3:53])[CH3:52])[CH2:48][CH2:49][NH:50][C:36]([NH:20][C:19]1[CH:21]=[CH:22][C:16]([O:15][C:6]2[C:5]3[C:10](=[CH:11][C:12]([O:13][CH3:14])=[C:3]([O:2][CH3:1])[CH:4]=3)[N:9]=[CH:8][CH:7]=2)=[CH:17][C:18]=1[O:23][CH3:24])=[O:42])([CH3:46])[CH3:45], predict the reactants needed to synthesize it. The reactants are: [CH3:1][O:2][C:3]1[CH:4]=[C:5]2[C:10](=[CH:11][C:12]=1[O:13][CH3:14])[N:9]=[CH:8][CH:7]=[C:6]2[O:15][C:16]1[CH:22]=[CH:21][C:19]([NH2:20])=[C:18]([O:23][CH3:24])[CH:17]=1.C(N(CC)CC)C.ClC(Cl)(O[C:36](=[O:42])OC(Cl)(Cl)Cl)Cl.[CH:44]([N:47]([CH:51]([CH3:53])[CH3:52])[CH2:48][CH2:49][NH2:50])([CH3:46])[CH3:45]. (3) Given the product [Br:1][C:2]1[CH:3]=[C:4]2[C:5](=[CH:6][CH:7]=1)[NH:8][C:15]([C:16]1[CH:21]=[CH:20][CH:19]=[CH:18][CH:17]=1)=[CH:14]2, predict the reactants needed to synthesize it. The reactants are: [Br:1][C:2]1[CH:7]=[CH:6][C:5]([NH:8]C(=O)OCC)=[C:4]([C:14]#[C:15][C:16]2[CH:21]=[CH:20][CH:19]=[CH:18][CH:17]=2)[CH:3]=1. (4) Given the product [CH2:22]([O:14][C:13]([C:11]1[CH:10]=[CH:9][C:5]([C:6]([OH:8])=[O:7])=[C:4]([N+:1]([O-:3])=[O:2])[CH:12]=1)=[O:15])[CH:16]=[CH2:17], predict the reactants needed to synthesize it. The reactants are: [N+:1]([C:4]1[CH:12]=[C:11]([C:13]([OH:15])=[O:14])[CH:10]=[CH:9][C:5]=1[C:6]([OH:8])=[O:7])([O-:3])=[O:2].[C:16](Cl)(=O)[C:17](Cl)=O.[CH3:22]N(C=O)C.CN1CCOCC1.